This data is from NCI-60 drug combinations with 297,098 pairs across 59 cell lines. The task is: Regression. Given two drug SMILES strings and cell line genomic features, predict the synergy score measuring deviation from expected non-interaction effect. (1) Drug 1: C1=C(C(=O)NC(=O)N1)N(CCCl)CCCl. Drug 2: CC1C(C(CC(O1)OC2CC(CC3=C2C(=C4C(=C3O)C(=O)C5=CC=CC=C5C4=O)O)(C(=O)C)O)N)O. Cell line: SK-OV-3. Synergy scores: CSS=46.1, Synergy_ZIP=-11.8, Synergy_Bliss=-7.41, Synergy_Loewe=-4.95, Synergy_HSA=-3.49. (2) Drug 1: C1=CC=C(C=C1)NC(=O)CCCCCCC(=O)NO. Cell line: NCI-H322M. Synergy scores: CSS=56.7, Synergy_ZIP=-5.30, Synergy_Bliss=-3.15, Synergy_Loewe=-2.34, Synergy_HSA=-1.04. Drug 2: CC1C(C(CC(O1)OC2CC(CC3=C2C(=C4C(=C3O)C(=O)C5=CC=CC=C5C4=O)O)(C(=O)C)O)N)O.